From a dataset of Catalyst prediction with 721,799 reactions and 888 catalyst types from USPTO. Predict which catalyst facilitates the given reaction. (1) Reactant: [F:1][C:2]1[C:10]2[C:5](=[N:6][CH:7]=[CH:8][CH:9]=2)[N:4]([C:11]2[CH:16]=[CH:15][CH:14]=[C:13]([F:17])[CH:12]=2)[C:3]=1[CH:18]([NH:20]C(=O)OC(C)(C)C)[CH3:19].FC(F)(F)C(O)=O. The catalyst class is: 2. Product: [F:1][C:2]1[C:10]2[C:5](=[N:6][CH:7]=[CH:8][CH:9]=2)[N:4]([C:11]2[CH:16]=[CH:15][CH:14]=[C:13]([F:17])[CH:12]=2)[C:3]=1[CH:18]([NH2:20])[CH3:19]. (2) Reactant: [CH3:1][N:2]1[C:10]2[C:5](=[CH:6][CH:7]=[C:8]([N+:11]([O-])=O)[CH:9]=2)[C:4]([CH3:15])([CH3:14])[C:3]1=[O:16].[H][H]. Product: [NH2:11][C:8]1[CH:9]=[C:10]2[C:5]([C:4]([CH3:15])([CH3:14])[C:3](=[O:16])[N:2]2[CH3:1])=[CH:6][CH:7]=1. The catalyst class is: 407. (3) Reactant: N1C=CC=CC=1N1CC2C(=O)N(CC(F)(F)F)C3C=CC=CC=3C=2N1C1CCCCO1.[N:32]1[CH:37]=[CH:36][CH:35]=[CH:34][C:33]=1[C:38]1[CH:39]=[CH:40][C:41]2[C:42]3[C:43](=[CH:54][N:55](C4CCCCO4)[N:56]=3)[C:44](=[O:53])[N:45]([CH2:48][C:49]([F:52])([F:51])[F:50])[C:46]=2[CH:47]=1.[Cl:63]N1C(=O)CCC1=O. Product: [Cl:63][C:39]1[C:38]([C:33]2[CH:34]=[CH:35][CH:36]=[CH:37][N:32]=2)=[CH:47][C:46]2[N:45]([CH2:48][C:49]([F:52])([F:51])[F:50])[C:44](=[O:53])[C:43]3[CH:54]=[N:55][NH:56][C:42]=3[C:41]=2[CH:40]=1. The catalyst class is: 699. (4) Reactant: [NH2:1][C:2](=[N:36][C:37](=[O:44])[C:38]1[CH:43]=[CH:42][CH:41]=[CH:40][CH:39]=1)[C:3]1[CH:8]=[CH:7][C:6]([NH:9][C@H:10]([C:23]2[CH:28]=[C:27]([O:29][CH3:30])[CH:26]=[C:25]([O:31][CH2:32][CH2:33][OH:34])[C:24]=2[F:35])[C:11]2[NH:15][C:14](=[O:16])[N:13]([C:17]3[N:22]=[CH:21][CH:20]=[CH:19][N:18]=3)[N:12]=2)=[CH:5][CH:4]=1.CC(N(C)C)=O.[CH:51]1([O:57][C:58](=[O:64])[O:59][CH:60](Cl)[CH2:61][CH3:62])[CH2:56][CH2:55][CH2:54][CH2:53][CH2:52]1.C(=O)([O-])O.[K+]. Product: [CH:51]1([O:57][C:58](=[O:64])[O:59][CH:60]([O:16][C:14]2[N:13]([C:17]3[N:18]=[CH:19][CH:20]=[CH:21][N:22]=3)[N:12]=[C:11]([C@H:10]([NH:9][C:6]3[CH:7]=[CH:8][C:3]([C:2]([NH2:1])=[N:36][C:37](=[O:44])[C:38]4[CH:39]=[CH:40][CH:41]=[CH:42][CH:43]=4)=[CH:4][CH:5]=3)[C:23]3[CH:28]=[C:27]([O:29][CH3:30])[CH:26]=[C:25]([O:31][CH2:32][CH2:33][OH:34])[C:24]=3[F:35])[N:15]=2)[CH2:61][CH3:62])[CH2:56][CH2:55][CH2:54][CH2:53][CH2:52]1. The catalyst class is: 69. (5) Reactant: [NH2:1][C:2]([C:4]1[CH:19]=[CH:18][C:7]([C:8]([O:10]CC2C=CC=CC=2)=[O:9])=[CH:6][C:5]=1[NH:20][CH:21]1[CH2:26][CH2:25][CH2:24][CH2:23][CH2:22]1)=[O:3].[H][H]. Product: [NH2:1][C:2]([C:4]1[CH:19]=[CH:18][C:7]([C:8]([OH:10])=[O:9])=[CH:6][C:5]=1[NH:20][CH:21]1[CH2:26][CH2:25][CH2:24][CH2:23][CH2:22]1)=[O:3]. The catalyst class is: 19. (6) Reactant: [OH-].[K+].[I:3][C:4]1[CH:9]=[C:8]([O:10][CH3:11])[N:7]=[CH:6][C:5]=1[OH:12].[F:13][C:14](F)([F:22])S(OC(F)F)(=O)=O. Product: [F:13][CH:14]([F:22])[O:12][C:5]1[C:4]([I:3])=[CH:9][C:8]([O:10][CH3:11])=[N:7][CH:6]=1. The catalyst class is: 47. (7) Reactant: [CH3:1][O:2][C:3]1[CH:4]=[C:5]2[C:10](=[CH:11][C:12]=1[O:13][CH3:14])[N:9]=[CH:8][N:7]=[C:6]2[O:15][C:16]1[CH:22]=[CH:21][C:19]([NH2:20])=[C:18]([N+:23]([O-:25])=[O:24])[CH:17]=1.Cl[C:27](Cl)([O:29]C(=O)OC(Cl)(Cl)Cl)Cl.[CH3:38][CH2:39][CH2:40][CH2:41][CH:42]([OH:47])[CH2:43][CH2:44][CH2:45][CH3:46].C(=O)(O)[O-].[Na+]. Product: [CH3:1][O:2][C:3]1[CH:4]=[C:5]2[C:10](=[CH:11][C:12]=1[O:13][CH3:14])[N:9]=[CH:8][N:7]=[C:6]2[O:15][C:16]1[CH:22]=[CH:21][C:19]([NH:20][C:27](=[O:29])[O:47][CH:42]([CH2:43][CH2:44][CH2:45][CH3:46])[CH2:41][CH2:40][CH2:39][CH3:38])=[C:18]([N+:23]([O-:25])=[O:24])[CH:17]=1. The catalyst class is: 208.